From a dataset of Catalyst prediction with 721,799 reactions and 888 catalyst types from USPTO. Predict which catalyst facilitates the given reaction. Reactant: [F:1][C:2]1[CH:3]=[C:4]([C:22]([O:24][CH3:25])=[O:23])[C:5]2[CH:6]=[C:7]([C@@:11]3([CH3:21])[CH2:15][CH2:14][CH2:13][N:12]3[CH2:16][C:17](OC)=[O:18])[NH:8][C:9]=2[CH:10]=1.CS(O)(=O)=O.C([O-])(O)=O.[Na+]. Product: [F:1][C:2]1[CH:3]=[C:4]([C:22]([O:24][CH3:25])=[O:23])[C:5]2[C:6]3[C:17](=[O:18])[CH2:16][N:12]4[C@:11]([CH3:21])([CH2:15][CH2:14][CH2:13]4)[C:7]=3[NH:8][C:9]=2[CH:10]=1. The catalyst class is: 6.